From a dataset of Peptide-MHC class I binding affinity with 185,985 pairs from IEDB/IMGT. Regression. Given a peptide amino acid sequence and an MHC pseudo amino acid sequence, predict their binding affinity value. This is MHC class I binding data. (1) The peptide sequence is IVKNIREGT. The MHC is HLA-A02:01 with pseudo-sequence HLA-A02:01. The binding affinity (normalized) is 0. (2) The peptide sequence is QTVEMSPFY. The MHC is HLA-A03:01 with pseudo-sequence HLA-A03:01. The binding affinity (normalized) is 0.213. (3) The peptide sequence is PLRNDGNRF. The MHC is HLA-B07:02 with pseudo-sequence HLA-B07:02. The binding affinity (normalized) is 0. (4) The peptide sequence is RPAIVVPAF. The MHC is HLA-B15:17 with pseudo-sequence HLA-B15:17. The binding affinity (normalized) is 0.230. (5) The peptide sequence is FLYDRIAST. The MHC is HLA-A02:01 with pseudo-sequence HLA-A02:01. The binding affinity (normalized) is 0.851. (6) The peptide sequence is ALFEDYPGC. The MHC is HLA-A02:50 with pseudo-sequence HLA-A02:50. The binding affinity (normalized) is 0.820. (7) The peptide sequence is MLNRYKLIY. The MHC is HLA-B07:02 with pseudo-sequence HLA-B07:02. The binding affinity (normalized) is 0.213. (8) The peptide sequence is VDINPGHADL. The MHC is Mamu-A11 with pseudo-sequence Mamu-A11. The binding affinity (normalized) is 0. (9) The peptide sequence is YQRALHTSI. The MHC is HLA-A02:06 with pseudo-sequence HLA-A02:06. The binding affinity (normalized) is 0.659. (10) The binding affinity (normalized) is 0.314. The peptide sequence is SSISFCGV. The MHC is Mamu-A01 with pseudo-sequence Mamu-A01.